This data is from Full USPTO retrosynthesis dataset with 1.9M reactions from patents (1976-2016). The task is: Predict the reactants needed to synthesize the given product. Given the product [O:1]=[CH:2][CH2:3][CH2:4][NH:5][C:6](=[O:11])[C:7]([F:9])([F:10])[F:8], predict the reactants needed to synthesize it. The reactants are: [OH:1][CH2:2][CH2:3][CH2:4][NH:5][C:6](=[O:11])[C:7]([F:10])([F:9])[F:8].CC(OI1(OC(C)=O)(OC(C)=O)OC(=O)C2C=CC=CC1=2)=O.C([O-])(O)=O.[Na+].CCOCC.